This data is from Forward reaction prediction with 1.9M reactions from USPTO patents (1976-2016). The task is: Predict the product of the given reaction. (1) Given the reactants [C:1]([C:4]1[CH:9]=[CH:8][CH:7]=[CH:6][C:5]=1[NH:10][C:11]([C:13]1[CH:18]=[C:17]([NH:19][CH2:20][CH2:21][N:22]([CH3:24])[CH3:23])[N:16]=[C:15]([C:25]2[CH:30]=[CH:29][CH:28]=[CH:27][CH:26]=2)[N:14]=1)=[O:12])(=[O:3])[CH3:2].[BH4-].[Na+], predict the reaction product. The product is: [CH3:24][N:22]([CH3:23])[CH2:21][CH2:20][NH:19][C:17]1[N:16]=[C:15]([C:25]2[CH:26]=[CH:27][CH:28]=[CH:29][CH:30]=2)[N:14]=[C:13]([C:11]([NH:10][C:5]2[CH:6]=[CH:7][CH:8]=[CH:9][C:4]=2[CH:1]([OH:3])[CH3:2])=[O:12])[CH:18]=1. (2) Given the reactants C(OC([NH:11][CH:12]([CH2:27][C:28]([O:30][C:31]([CH3:34])([CH3:33])[CH3:32])=[O:29])[C:13](=[O:26])[CH2:14][O:15][C:16](=[O:25])[C:17]1[C:22]([CH3:23])=[CH:21][CH:20]=[CH:19][C:18]=1[CH3:24])=O)C1C=CC=CC=1, predict the reaction product. The product is: [NH2:11][CH:12]([CH2:27][C:28]([O:30][C:31]([CH3:34])([CH3:33])[CH3:32])=[O:29])[C:13](=[O:26])[CH2:14][O:15][C:16](=[O:25])[C:17]1[C:22]([CH3:23])=[CH:21][CH:20]=[CH:19][C:18]=1[CH3:24]. (3) Given the reactants [CH:1]1([C@H:5]([NH:7][C:8]2[N:16]=C(C#N)[N:14]=[C:13]3[C:9]=2[N:10]([CH2:29][C@H:30]2[CH2:35][CH2:34][C@H:33]([CH3:36])[CH2:32][CH2:31]2)[C:11]([N:19]2[CH2:24][CH2:23][CH2:22][CH2:21][CH:20]2[CH2:25][CH:26]([CH3:28])[CH3:27])=[N:12]3)[CH3:6])[CH2:4][CH2:3][CH2:2]1.[OH-:37].[Na+].Cl.[CH2:40]([OH:42])[CH3:41], predict the reaction product. The product is: [CH:1]1([C@H:5]([NH:7][C:8]2[N:16]=[C:41]([C:40]([OH:37])=[O:42])[N:14]=[C:13]3[C:9]=2[N:10]([CH2:29][C@H:30]2[CH2:35][CH2:34][C@H:33]([CH3:36])[CH2:32][CH2:31]2)[C:11]([N:19]2[CH2:24][CH2:23][CH2:22][CH2:21][CH:20]2[CH2:25][CH:26]([CH3:28])[CH3:27])=[N:12]3)[CH3:6])[CH2:4][CH2:3][CH2:2]1. (4) Given the reactants O.[C:2](=[O:5])([O-:4])[O-:3].[La+3:6].[C:7](=[O:10])([O-:9])[O-:8].[C:11](=[O:14])([O-:13])[O-:12].[La+3], predict the reaction product. The product is: [OH2:3].[OH2:8].[C:11](=[O:12])([O-:14])[O-:13].[La+3:6].[C:2](=[O:3])([O-:5])[O-:4].[C:7](=[O:8])([O-:10])[O-:9].[La+3:6]. (5) The product is: [Cl:20][C:21]1[CH:26]=[CH:25][CH:24]=[CH:23][C:22]=1[C@H:27]([O:1][C:2]1[CH:6]=[C:5]([N:7]2[C:11]3[CH:12]=[N:13][CH:14]=[CH:15][C:10]=3[N:9]=[CH:8]2)[S:4][C:3]=1[C:16]([NH2:49])=[O:18])[CH3:28]. Given the reactants [OH:1][C:2]1[CH:6]=[C:5]([N:7]2[C:11]3[CH:12]=[N:13][CH:14]=[CH:15][C:10]=3[N:9]=[CH:8]2)[S:4][C:3]=1[C:16]([O:18]C)=O.[Cl:20][C:21]1[CH:26]=[CH:25][CH:24]=[CH:23][C:22]=1[C@@H:27](O)[CH3:28].C1(P(C2C=CC=CC=2)C2C=CC=CC=2)C=CC=CC=1.[N:49](C(OC(C)C)=O)=NC(OC(C)C)=O, predict the reaction product. (6) Given the reactants [CH2:1]([S:8][C:9]1[CH:10]=[C:11]2[C:16](=[CH:17][CH:18]=1)[CH:15]([C:19]1[CH:24]=[CH:23][C:22]([C:25]([F:28])([F:27])[F:26])=[CH:21][C:20]=1[O:29][CH3:30])[N:14](C(OC(C)(C)C)=O)[CH2:13][CH2:12]2)[C:2]1[CH:7]=[CH:6][CH:5]=[CH:4][CH:3]=1.FC(F)(F)C(O)=O, predict the reaction product. The product is: [CH2:1]([S:8][C:9]1[CH:10]=[C:11]2[C:16](=[CH:17][CH:18]=1)[CH:15]([C:19]1[CH:24]=[CH:23][C:22]([C:25]([F:28])([F:27])[F:26])=[CH:21][C:20]=1[O:29][CH3:30])[NH:14][CH2:13][CH2:12]2)[C:2]1[CH:7]=[CH:6][CH:5]=[CH:4][CH:3]=1. (7) The product is: [Cl:18][CH2:19][C:7]([C@@H:3]1[CH2:4][C@@H:5]2[C@@H:1]([CH2:6]2)[N:2]1[C:11]([O:13][C:14]([CH3:17])([CH3:16])[CH3:15])=[O:12])=[O:9]. Given the reactants [C@@H:1]12[CH2:6][C@@H:5]1[CH2:4][C@@H:3]([C:7]([O:9]C)=O)[N:2]2[C:11]([O:13][C:14]([CH3:17])([CH3:16])[CH3:15])=[O:12].[Cl:18][CH2:19]I.[Li+].CC([N-]C(C)C)C.C(=O)=O.CC(O)C, predict the reaction product.